From a dataset of Full USPTO retrosynthesis dataset with 1.9M reactions from patents (1976-2016). Predict the reactants needed to synthesize the given product. (1) Given the product [Br:1][C:2]1[CH:3]=[C:4]2[C:9](=[CH:10][CH:11]=1)[NH:8][C:7](=[O:12])[CH:6]=[CH:5]2, predict the reactants needed to synthesize it. The reactants are: [Br:1][C:2]1[CH:3]=[C:4]2[C:9](=[CH:10][CH:11]=1)[NH:8][C:7](=[O:12])[CH2:6][CH2:5]2.C1C(=O)N(Br)C(=O)C1.C(OOC(=O)C1C=CC=CC=1)(=O)C1C=CC=CC=1. (2) Given the product [F:10][C:9]([F:12])([F:11])[C:7]1[CH:8]=[C:3]([C:2]([F:15])([F:16])[F:1])[C:4]2[N:14]=[C:18]([NH:17][CH:20]3[C:29]4[C:24](=[CH:25][CH:26]=[CH:27][CH:28]=4)[CH2:23][CH2:22][CH2:21]3)[NH:13][C:5]=2[CH:6]=1, predict the reactants needed to synthesize it. The reactants are: [F:1][C:2]([F:16])([F:15])[C:3]1[C:4]([NH2:14])=[C:5]([NH2:13])[CH:6]=[C:7]([C:9]([F:12])([F:11])[F:10])[CH:8]=1.[N:17]([CH:20]1[C:29]2[C:24](=[CH:25][CH:26]=[CH:27][CH:28]=2)[CH2:23][CH2:22][CH2:21]1)=[C:18]=S. (3) Given the product [OH:14][C:15]1[CH:23]=[CH:22][C:21]([C:24]2[N:25]([C:40]([O:42][C:43]([CH3:45])([CH3:44])[CH3:46])=[O:41])[C:26]3[C:31]([CH:32]=2)=[CH:30][C:29]([CH2:33][N:34]2[CH2:39][CH2:38][CH2:37][CH2:36][CH2:35]2)=[CH:28][CH:27]=3)=[C:20]2[C:16]=1[CH2:17][NH:18][C:19]2=[O:47], predict the reactants needed to synthesize it. The reactants are: N1C2C(=CC=CC=2S([O:14][C:15]2[CH:23]=[CH:22][C:21]([C:24]3[N:25]([C:40]([O:42][C:43]([CH3:46])([CH3:45])[CH3:44])=[O:41])[C:26]4[C:31]([CH:32]=3)=[CH:30][C:29]([CH2:33][N:34]3[CH2:39][CH2:38][CH2:37][CH2:36][CH2:35]3)=[CH:28][CH:27]=4)=[C:20]3[C:16]=2[CH2:17][NH:18][C:19]3=[O:47])(=O)=O)C=CC=1.Cl.CO. (4) Given the product [F:1][C:2]1[CH:7]=[C:6]([C:27]2[C:28]([S:33]([NH:36][C@H:37]([CH3:40])[CH2:38][OH:39])(=[O:35])=[O:34])=[CH:29][CH:30]=[CH:31][CH:32]=2)[CH:5]=[CH:4][C:3]=1[C:17]1[CH:18]=[C:19]2[CH:25]=[CH:24][NH:23][C:20]2=[N:21][CH:22]=1, predict the reactants needed to synthesize it. The reactants are: [F:1][C:2]1[CH:7]=[C:6](B2OC(C)(C)C(C)(C)O2)[CH:5]=[CH:4][C:3]=1[C:17]1[CH:18]=[C:19]2[CH:25]=[CH:24][NH:23][C:20]2=[N:21][CH:22]=1.Br[C:27]1[CH:32]=[CH:31][CH:30]=[CH:29][C:28]=1[S:33]([NH:36][C@H:37]([CH3:40])[CH2:38][OH:39])(=[O:35])=[O:34]. (5) Given the product [CH2:19]([C:13]1([C:15]([O:17][CH3:18])=[O:16])[C:14]2[CH:1]=[CH:2][CH:3]=[CH:4][C:5]=2[O:6][C:7]2[C:12]1=[CH:11][CH:10]=[CH:9][CH:8]=2)[CH3:20], predict the reactants needed to synthesize it. The reactants are: [CH:1]1[C:14]2[CH:13]([C:15]([O:17][CH3:18])=[O:16])[C:12]3[C:7](=[CH:8][CH:9]=[CH:10][CH:11]=3)[O:6][C:5]=2[CH:4]=[CH:3][CH:2]=1.[CH3:19][C:20](C)([O-])C.[K+].BrCC. (6) Given the product [CH3:16][N:14]1[CH:15]=[C:11]([C:4]2[N:3]=[C:2]([C:25]3[CH:26]=[N:27][N:28]([C:30]4([CH:41]=[CH2:42])[CH2:31][N:32]([C:34]([O:36][C:37]([CH3:39])([CH3:38])[CH3:40])=[O:35])[CH2:33]4)[CH:29]=3)[N:7]3[CH:8]=[CH:9][N:10]=[C:6]3[CH:5]=2)[CH:12]=[N:13]1, predict the reactants needed to synthesize it. The reactants are: Cl[C:2]1[N:7]2[CH:8]=[CH:9][N:10]=[C:6]2[CH:5]=[C:4]([C:11]2[CH:12]=[N:13][N:14]([CH3:16])[CH:15]=2)[N:3]=1.CC1(C)C(C)(C)OB([C:25]2[CH:26]=[N:27][N:28]([C:30]3([CH:41]=[CH2:42])[CH2:33][N:32]([C:34]([O:36][C:37]([CH3:40])([CH3:39])[CH3:38])=[O:35])[CH2:31]3)[CH:29]=2)O1.C(=O)([O-])[O-].[K+].[K+]. (7) Given the product [CH2:12]([CH:19]1[CH2:20][CH2:21][N:22]([C:25](=[O:29])[C:26]([NH:9][C:6]2[CH:5]=[CH:4][C:3]([S:1](=[O:10])(=[O:2])[NH2:11])=[CH:8][CH:7]=2)=[O:27])[CH2:23][CH2:24]1)[C:13]1[CH:14]=[CH:15][CH:16]=[CH:17][CH:18]=1, predict the reactants needed to synthesize it. The reactants are: [S:1]([NH2:11])(=[O:10])([C:3]1[CH:8]=[CH:7][C:6]([NH2:9])=[CH:5][CH:4]=1)=[O:2].[CH2:12]([CH:19]1[CH2:24][CH2:23][N:22]([C:25](=[O:29])[C:26](O)=[O:27])[CH2:21][CH2:20]1)[C:13]1[CH:18]=[CH:17][CH:16]=[CH:15][CH:14]=1. (8) The reactants are: [NH2:1][C:2]1[N:10]=[C:9]([O:11][CH2:12][CH2:13][O:14][CH3:15])[N:8]=[C:7]2[C:3]=1[N:4]=[C:5]([OH:29])[N:6]2[CH2:16][C:17]1[CH:22]=[CH:21][CH:20]=[C:19]([CH2:23][N:24]2[CH2:28][CH2:27][CH2:26][CH2:25]2)[CH:18]=1.C(N(CC)C(C)C)(C)C.[CH2:39]([O:41][C:42](Cl)=[O:43])[CH3:40]. Given the product [C:42](=[O:43])([O:41][CH2:39][CH3:40])[O:29][C:5]1[N:6]([CH2:16][C:17]2[CH:22]=[CH:21][CH:20]=[C:19]([CH2:23][N:24]3[CH2:25][CH2:26][CH2:27][CH2:28]3)[CH:18]=2)[C:7]2[C:3]([N:4]=1)=[C:2]([NH2:1])[N:10]=[C:9]([O:11][CH2:12][CH2:13][O:14][CH3:15])[N:8]=2, predict the reactants needed to synthesize it. (9) Given the product [CH3:12][O:11][C:9]1[CH:8]=[CH:7][C:5]2[N:6]=[C:2]([C:20]3[CH:21]=[CH:22][C:17]([C:15]([O:14][CH3:13])=[O:16])=[CH:18][CH:19]=3)[S:3][C:4]=2[CH:10]=1, predict the reactants needed to synthesize it. The reactants are: Cl[C:2]1[S:3][C:4]2[CH:10]=[C:9]([O:11][CH3:12])[CH:8]=[CH:7][C:5]=2[N:6]=1.[CH3:13][O:14][C:15]([C:17]1[CH:22]=[CH:21][C:20](B(O)O)=[CH:19][CH:18]=1)=[O:16].C([O-])([O-])=O.[K+].[K+].O1CCOCC1.